This data is from Catalyst prediction with 721,799 reactions and 888 catalyst types from USPTO. The task is: Predict which catalyst facilitates the given reaction. (1) Reactant: [O:1]=[C:2]1[C:10]2([C:14]3=[CH:15][C:16]4[O:20][CH2:19][O:18][C:17]=4[CH:21]=[C:13]3[O:12][CH2:11]2)[C:9]2[C:4](=[CH:5][CH:6]=[CH:7][CH:8]=2)[N:3]1[CH2:22][C:23]1[O:24][CH:25]=[C:26]([C:28]([OH:30])=O)[N:27]=1.O[N:32]1[C:36]2[CH:37]=CC=C[C:35]=2N=N1.C1(N)CC1. Product: [CH3:35][CH:36]([NH:32][C:28]([C:26]1[N:27]=[C:23]([CH2:22][N:3]2[C:4]3[C:9](=[CH:8][CH:7]=[CH:6][CH:5]=3)[C:10]3([C:14]4=[CH:15][C:16]5[O:20][CH2:19][O:18][C:17]=5[CH:21]=[C:13]4[O:12][CH2:11]3)[C:2]2=[O:1])[O:24][CH:25]=1)=[O:30])[CH3:37]. The catalyst class is: 4. (2) Reactant: [CH2:1]([NH:4][C:5]1[N:6]=[C:7]([NH2:15])[C:8]2[S:13][CH:12]=[C:11]([CH3:14])[C:9]=2[N:10]=1)[CH:2]=[CH2:3].C(N(CC)CC)C.[C:23](Cl)(=[O:28])[C:24]([CH3:27])([CH3:26])[CH3:25].C(OCC)(=O)C.CCCCCC. Product: [CH2:1]([NH:4][C:5]1[N:6]=[C:7]([NH:15][C:23](=[O:28])[C:24]([CH3:27])([CH3:26])[CH3:25])[C:8]2[S:13][CH:12]=[C:11]([CH3:14])[C:9]=2[N:10]=1)[CH:2]=[CH2:3]. The catalyst class is: 4. (3) Reactant: CC1(C)C2C(=C(P(C3C=CC=CC=3)C3C=CC=CC=3)C=CC=2)OC2C(P(C3C=CC=CC=3)C3C=CC=CC=3)=CC=CC1=2.[Br:43][C:44]1[CH:49]=[C:48]([O:50][CH3:51])[C:47](I)=[CH:46][C:45]=1[Cl:53].[NH2:54][C:55]1[CH:60]=[CH:59][C:58]([S:61][CH2:62][C:63]2[CH:68]=[CH:67][CH:66]=[CH:65][CH:64]=2)=[CH:57][C:56]=1/[CH:69]=[CH:70]/[C:71]#[N:72].P([O-])([O-])([O-])=O.[K+].[K+].[K+].CC(C)([O-])C.[K+].C1COCC1. Product: [CH2:62]([S:61][C:58]1[CH:57]=[C:56]2[C:55](=[CH:60][CH:59]=1)[N:54]([C:47]1[CH:46]=[C:45]([Cl:53])[C:44]([Br:43])=[CH:49][C:48]=1[O:50][CH3:51])[C:71](=[NH:72])[CH:70]=[CH:69]2)[C:63]1[CH:68]=[CH:67][CH:66]=[CH:65][CH:64]=1. The catalyst class is: 62. (4) Reactant: [CH2:1]([C:4]1[CH:9]=[CH:8][C:7]([OH:10])=[CH:6][CH:5]=1)[CH2:2][CH3:3].Br[CH2:12][C:13]([O:15][C:16]([CH3:19])([CH3:18])[CH3:17])=[O:14].C(=O)([O-])[O-].[K+].[K+]. Product: [CH2:1]([C:4]1[CH:9]=[CH:8][C:7]([O:10][CH2:12][C:13]([O:15][C:16]([CH3:19])([CH3:18])[CH3:17])=[O:14])=[CH:6][CH:5]=1)[CH2:2][CH3:3]. The catalyst class is: 18. (5) Reactant: [Br:1][C:2]1[CH:7]=[CH:6][C:5]([C:8](=[O:10])[CH3:9])=[CH:4][C:3]=1[CH3:11].B1(C)OC(C2C=CC=CC=2)(C2C=CC=CC=2)[C@H]2N1CCC2.CSC.B.C(O)(=O)C. Product: [Br:1][C:2]1[CH:7]=[CH:6][C:5]([C@H:8]([OH:10])[CH3:9])=[CH:4][C:3]=1[CH3:11]. The catalyst class is: 4.